This data is from Forward reaction prediction with 1.9M reactions from USPTO patents (1976-2016). The task is: Predict the product of the given reaction. (1) Given the reactants [O:1]1[C:5]([C:6]2[C:14]3[C:9](=[CH:10][CH:11]=[C:12]([C:15]([O:17]C)=[O:16])[CH:13]=3)[NH:8][N:7]=2)=[CH:4][C:3]2[CH:19]=[CH:20][CH:21]=[CH:22][C:2]1=2.[OH-].[Na+], predict the reaction product. The product is: [O:1]1[C:5]([C:6]2[C:14]3[C:9](=[CH:10][CH:11]=[C:12]([C:15]([OH:17])=[O:16])[CH:13]=3)[NH:8][N:7]=2)=[CH:4][C:3]2[CH:19]=[CH:20][CH:21]=[CH:22][C:2]1=2. (2) Given the reactants [Br:1][C:2]1[CH:7]=[CH:6][C:5]([NH:8][C:9](=[O:24])[C:10]2[CH:15]=[C:14]([N+:16]([O-])=O)[CH:13]=[N:12][C:11]=2[O:19][CH2:20][CH:21]([F:23])[F:22])=[CH:4][CH:3]=1.C(Cl)Cl.CCO, predict the reaction product. The product is: [Br:1][C:2]1[CH:3]=[CH:4][C:5]([NH:8][C:9](=[O:24])[C:10]2[CH:15]=[C:14]([NH2:16])[CH:13]=[N:12][C:11]=2[O:19][CH2:20][CH:21]([F:22])[F:23])=[CH:6][CH:7]=1. (3) Given the reactants [Br:1][C:2]1[S:3][C:4]2[C:10]([OH:11])=[C:9]([CH:12]([OH:18])[C:13]([O:15][CH2:16][CH3:17])=[O:14])[C:8]([CH3:19])=[CH:7][C:5]=2[N:6]=1.C(N(CC)CC)C.[F:27][C:28]([F:41])([F:40])[S:29](O[S:29]([C:28]([F:41])([F:40])[F:27])(=[O:31])=[O:30])(=[O:31])=[O:30].[NH4+].[Cl-], predict the reaction product. The product is: [Br:1][C:2]1[S:3][C:4]2[C:10]([O:11][S:29]([C:28]([F:41])([F:40])[F:27])(=[O:31])=[O:30])=[C:9]([CH:12]([OH:18])[C:13]([O:15][CH2:16][CH3:17])=[O:14])[C:8]([CH3:19])=[CH:7][C:5]=2[N:6]=1. (4) Given the reactants ClC1C=CC=CC=1NC(=O)NC1C=CC(C2SC(C3CCC(CC(O)=O)CC3)=NC=2)=CC=1.[CH3:33][C:34]1[O:38][C:37]([C:39]2[CH:44]=[CH:43][CH:42]=[CH:41][CH:40]=2)=[N:36][C:35]=1[C:45]([NH:47][C:48]1[CH:53]=[CH:52][C:51]([C:54]2[S:58][C:57]([CH:59]3[CH2:64][CH2:63][CH:62]([CH2:65][C:66]([O:68]CC)=[O:67])[CH2:61][CH2:60]3)=[N:56][CH:55]=2)=[CH:50][CH:49]=1)=[O:46], predict the reaction product. The product is: [CH3:33][C:34]1[O:38][C:37]([C:39]2[CH:44]=[CH:43][CH:42]=[CH:41][CH:40]=2)=[N:36][C:35]=1[C:45]([NH:47][C:48]1[CH:53]=[CH:52][C:51]([C:54]2[S:58][C:57]([CH:59]3[CH2:64][CH2:63][CH:62]([CH2:65][C:66]([OH:68])=[O:67])[CH2:61][CH2:60]3)=[N:56][CH:55]=2)=[CH:50][CH:49]=1)=[O:46].